Dataset: Full USPTO retrosynthesis dataset with 1.9M reactions from patents (1976-2016). Task: Predict the reactants needed to synthesize the given product. (1) Given the product [CH2:23]([O:22][C:20]([N:14]1[CH2:19][CH2:18][N:17]([C:2]2[S:3][C:4]3[CH:10]=[C:9]([N+:11]([O-:13])=[O:12])[CH:8]=[CH:7][C:5]=3[N:6]=2)[CH2:16][CH2:15]1)=[O:21])[C:24]1[CH:29]=[CH:28][CH:27]=[CH:26][CH:25]=1, predict the reactants needed to synthesize it. The reactants are: Cl[C:2]1[S:3][C:4]2[CH:10]=[C:9]([N+:11]([O-:13])=[O:12])[CH:8]=[CH:7][C:5]=2[N:6]=1.[N:14]1([C:20]([O:22][CH2:23][C:24]2[CH:29]=[CH:28][CH:27]=[CH:26][CH:25]=2)=[O:21])[CH2:19][CH2:18][NH:17][CH2:16][CH2:15]1.C([O-])(O)=O.[Na+]. (2) Given the product [CH3:1][O:2][C:3](=[O:8])[CH:4]=[C:5]([CH3:7])[CH2:6][Br:9], predict the reactants needed to synthesize it. The reactants are: [CH3:1][O:2][C:3](=[O:8])[CH:4]=[C:5]([CH3:7])[CH3:6].[Br:9]N1C(=O)CCC1=O. (3) Given the product [Cl:8][C:7]1[C:2]([Cl:1])=[C:3]([S:26](=[O:27])(=[O:28])[NH:29][C@@H:30]([CH3:35])[C:31]([F:32])([F:34])[F:33])[CH:4]=[CH:5][C:6]=1[C:9]1[S:13][C:12]([C:14]2[CH:19]=[CH:18][CH:17]=[C:16]([C:20]([OH:23])([CH3:21])[CH3:22])[N:15]=2)=[N:11][C:10]=1[C:24]([OH:49])=[O:25], predict the reactants needed to synthesize it. The reactants are: [Cl:1][C:2]1[C:7]([Cl:8])=[C:6]([C:9]2[S:13][C:12]([C:14]3[CH:19]=[CH:18][CH:17]=[C:16]([C:20]([OH:23])([CH3:22])[CH3:21])[N:15]=3)=[N:11][C:10]=2[CH2:24][OH:25])[CH:5]=[CH:4][C:3]=1[S:26]([NH:29][C@@H:30]([CH3:35])[C:31]([F:34])([F:33])[F:32])(=[O:28])=[O:27].CC1(C)N([O])C(C)(C)CCC1.C(O)(=[O:49])C.C(O)(=O)C.IC1C=CC=CC=1. (4) Given the product [CH3:33][O:32][C:29]1[N:28]=[N:27][C:15]([C:13]2[O:12][C:11]([CH3:24])=[C:10]([CH2:9][OH:8])[CH:14]=2)=[CH:31][CH:30]=1, predict the reactants needed to synthesize it. The reactants are: C([Si]([O:8][CH2:9][C:10]1[CH:14]=[C:13]([CH2:15]B2OCC(C)(C)CO2)[O:12][C:11]=1[CH3:24])(C)C)(C)(C)C.ClC1[N:27]=[N:28][C:29]([O:32][CH3:33])=[CH:30][CH:31]=1.C(=O)([O-])[O-].[Na+].[Na+].COCCOC. (5) The reactants are: [F-:1].C([N+](CCCC)(CCCC)CCCC)CCC.[C:19]([O:23][C:24]([N:26]1[CH2:33][CH2:32][C:29]2([O:31][CH2:30]2)[CH2:28][CH2:27]1)=[O:25])([CH3:22])([CH3:21])[CH3:20]. Given the product [C:19]([O:23][C:24]([N:26]1[CH2:33][CH2:32][C:29]([CH2:30][F:1])([OH:31])[CH2:28][CH2:27]1)=[O:25])([CH3:22])([CH3:21])[CH3:20], predict the reactants needed to synthesize it. (6) Given the product [F:18][C:19]1[CH:26]=[CH:25][CH:24]=[CH:23][C:20]=1[CH2:21][NH:22][CH2:14][C:13]1[CH:16]=[CH:17][C:10]([C:9]2[CH:8]=[CH:7][N:6]=[C:5]3[NH:1][CH:2]=[CH:3][C:4]=23)=[CH:11][CH:12]=1, predict the reactants needed to synthesize it. The reactants are: [NH:1]1[C:5]2=[N:6][CH:7]=[CH:8][C:9]([C:10]3[CH:17]=[CH:16][C:13]([CH:14]=O)=[CH:12][CH:11]=3)=[C:4]2[CH:3]=[CH:2]1.[F:18][C:19]1[CH:26]=[CH:25][CH:24]=[CH:23][C:20]=1[CH2:21][NH2:22]. (7) Given the product [C:1]([O:4][CH2:5][CH:6]([Br:30])[C:7]1[O:8][C:9]([Br:22])=[C:10]([C:12]2[CH:17]=[CH:16][C:15]([C:18]([F:19])([F:20])[F:21])=[CH:14][CH:13]=2)[N:11]=1)(=[O:3])[CH3:2], predict the reactants needed to synthesize it. The reactants are: [C:1]([O:4][CH2:5][CH2:6][C:7]1[O:8][C:9]([Br:22])=[C:10]([C:12]2[CH:17]=[CH:16][C:15]([C:18]([F:21])([F:20])[F:19])=[CH:14][CH:13]=2)[N:11]=1)(=[O:3])[CH3:2].C1C(=O)N([Br:30])C(=O)C1.CC(N=NC(C#N)(C)C)(C#N)C.